From a dataset of Catalyst prediction with 721,799 reactions and 888 catalyst types from USPTO. Predict which catalyst facilitates the given reaction. (1) Reactant: [CH:1]1([C:4]2[C:5]([O:18][CH2:19][C@H:20]3[CH2:25][CH2:24][C@H:23]([CH3:26])[CH2:22][CH2:21]3)=[CH:6][C:7]([F:17])=[C:8]([CH:16]=2)[C:9]([O:11]C(C)(C)C)=[O:10])[CH2:3][CH2:2]1.FC(F)(F)C(O)=O. Product: [CH:1]1([C:4]2[C:5]([O:18][CH2:19][C@H:20]3[CH2:25][CH2:24][C@H:23]([CH3:26])[CH2:22][CH2:21]3)=[CH:6][C:7]([F:17])=[C:8]([CH:16]=2)[C:9]([OH:11])=[O:10])[CH2:3][CH2:2]1. The catalyst class is: 4. (2) Reactant: [CH3:1][NH2:2].[Br:3][C:4]1[C:9]([CH3:10])=[CH:8][C:7]([CH2:11]I)=[CH:6][C:5]=1[CH3:13]. Product: [Br:3][C:4]1[C:9]([CH3:10])=[CH:8][C:7]([CH2:11][NH:2][CH3:1])=[CH:6][C:5]=1[CH3:13]. The catalyst class is: 3. (3) Reactant: Cl.Cl.N[C@@H:4]1[CH2:9][CH:8]2[CH2:10][CH2:11][N:5]1[CH2:6][CH2:7]2.C([N:14](CC)CC)C.[F:19][C:20]([F:36])([F:35])[C:21]1[O:25][N:24]=[C:23]([C:26]2[S:30][C:29]([C:31](Cl)=[O:32])=[CH:28][CH:27]=2)[C:22]=1[CH3:34]. Product: [N:5]12[CH2:11][CH2:10][CH:8]([CH2:7][CH2:6]1)[C@H:9]([NH:14][C:31]([C:29]1[S:30][C:26]([C:23]3[C:22]([CH3:34])=[C:21]([C:20]([F:36])([F:35])[F:19])[O:25][N:24]=3)=[CH:27][CH:28]=1)=[O:32])[CH2:4]2. The catalyst class is: 4. (4) Reactant: Br[C:2]1[C:11]2[C:6](=[CH:7][CH:8]=[CH:9][CH:10]=2)[CH:5]=[CH:4][C:3]=1[CH:12]([F:14])[F:13].C([Li])CCC.CN(C)[CH:22]=[O:23].[Cl-].[NH4+]. Product: [F:13][CH:12]([F:14])[C:3]1[CH:4]=[CH:5][C:6]2[C:11](=[CH:10][CH:9]=[CH:8][CH:7]=2)[C:2]=1[CH:22]=[O:23]. The catalyst class is: 7.